From a dataset of Full USPTO retrosynthesis dataset with 1.9M reactions from patents (1976-2016). Predict the reactants needed to synthesize the given product. (1) Given the product [CH3:1][C:19]1[N:18]([S:15]([C:9]2[CH:10]=[CH:11][CH:12]=[CH:13][CH:14]=2)(=[O:17])=[O:16])[C:26]2[C:21]([CH:20]=1)=[CH:22][CH:23]=[CH:24][N:25]=2, predict the reactants needed to synthesize it. The reactants are: [CH:1](NC(C)C)(C)C.[Li].[C:9]1([S:15]([N:18]2[C:26]3[C:21](=[CH:22][CH:23]=[CH:24][N:25]=3)[CH:20]=[CH:19]2)(=[O:17])=[O:16])[CH:14]=[CH:13][CH:12]=[CH:11][CH:10]=1.IC. (2) Given the product [Cl:31][C:29]1[CH:22]=[C:17]([B:15]2[O:16][C:17]([CH3:22])([CH3:23])[C:18]([CH3:20])([CH3:21])[O:19]2)[CH:18]=[CH:25][C:24]=1[O:27][CH:17]1[CH2:22][CH2:4][O:5][CH2:20][CH2:18]1, predict the reactants needed to synthesize it. The reactants are: CN([CH:4]=[O:5])C.[B:15]1([B:15]2[O:19][C:18]([CH3:21])([CH3:20])[C:17]([CH3:23])([CH3:22])[O:16]2)[O:19][C:18]([CH3:21])([CH3:20])[C:17]([CH3:23])([CH3:22])[O:16]1.[C:24]([O-:27])(=O)[CH3:25].[K+].[CH2:29]([Cl:31])Cl. (3) Given the product [CH:9]1([NH:15][CH2:16][C:17]2[CH:26]=[CH:25][C:24]3[C:19](=[CH:20][CH:21]=[CH:22][CH:23]=3)[C:18]=2[C:37]2[N:42]=[C:41]([CH:43]=[O:44])[CH:40]=[CH:39][CH:38]=2)[CH2:10][CH2:11][CH2:12][CH2:13][CH2:14]1, predict the reactants needed to synthesize it. The reactants are: C([O-])([O-])=O.[Na+].[Na+].CO.[CH:9]1([NH:15][CH2:16][C:17]2[CH:26]=[CH:25][C:24]3[C:19](=[CH:20][CH:21]=[CH:22][CH:23]=3)[C:18]=2B2OC(C)(C)C(C)(C)O2)[CH2:14][CH2:13][CH2:12][CH2:11][CH2:10]1.Br[C:37]1[N:42]=[C:41]([CH:43]=[O:44])[CH:40]=[CH:39][CH:38]=1. (4) The reactants are: [C:1]([CH:3]1[CH2:8][CH2:7][N:6]([C:9]([N:11]2[CH2:16][CH:15]([C:17]3[CH:22]=[CH:21][C:20]([O:23][C:24]([F:27])([F:26])[F:25])=[CH:19][CH:18]=3)[CH2:14][CH:13]([C:28]([OH:30])=O)[CH2:12]2)=[O:10])[CH2:5][CH2:4]1)#[N:2].[F:31][C:32]1[CH:33]=[C:34]([C:38](=[NH:41])[NH:39]O)[CH:35]=[CH:36][CH:37]=1. Given the product [F:31][C:32]1[CH:33]=[C:34]([C:38]2[N:41]=[C:28]([CH:13]3[CH2:14][CH:15]([C:17]4[CH:22]=[CH:21][C:20]([O:23][C:24]([F:26])([F:25])[F:27])=[CH:19][CH:18]=4)[CH2:16][N:11]([C:9]([N:6]4[CH2:7][CH2:8][CH:3]([C:1]#[N:2])[CH2:4][CH2:5]4)=[O:10])[CH2:12]3)[O:30][N:39]=2)[CH:35]=[CH:36][CH:37]=1, predict the reactants needed to synthesize it. (5) Given the product [C:22]([O:26][C:27]([O:1][C:2]1[CH:3]=[C:4]2[C:9](=[CH:10][CH:11]=1)[N:8]=[C:7]([CH3:12])[CH:6]=[CH:5]2)=[O:28])([CH3:25])([CH3:24])[CH3:23], predict the reactants needed to synthesize it. The reactants are: [OH:1][C:2]1[CH:3]=[C:4]2[C:9](=[CH:10][CH:11]=1)[N:8]=[C:7]([CH3:12])[CH:6]=[CH:5]2.CN(C1C=CC=CN=1)C.[C:22]([O:26][C:27](O[C:27]([O:26][C:22]([CH3:25])([CH3:24])[CH3:23])=[O:28])=[O:28])([CH3:25])([CH3:24])[CH3:23]. (6) Given the product [CH3:18][C:17]([C:15]1[CH:14]=[CH:13][N:12]2[C:8]([C:6]3[CH:5]=[CH:4][N:3]=[C:2]([C:36]4[S:37][CH:38]=[CH:39][C:40]=4[C:41]#[N:42])[N:7]=3)=[CH:9][N:10]=[C:11]2[N:16]=1)([O:19][Si:20]([CH2:25][CH3:26])([CH2:23][CH3:24])[CH2:21][CH3:22])[CH3:27], predict the reactants needed to synthesize it. The reactants are: Cl[C:2]1[N:7]=[C:6]([C:8]2[N:12]3[CH:13]=[CH:14][C:15]([C:17]([CH3:27])([O:19][Si:20]([CH2:25][CH3:26])([CH2:23][CH3:24])[CH2:21][CH3:22])[CH3:18])=[N:16][C:11]3=[N:10][CH:9]=2)[CH:5]=[CH:4][N:3]=1.CC1(C)C(C)(C)OB([C:36]2[S:37][CH:38]=[CH:39][C:40]=2[C:41]#[N:42])O1.BrC1SC=CC=1C#N.